This data is from Full USPTO retrosynthesis dataset with 1.9M reactions from patents (1976-2016). The task is: Predict the reactants needed to synthesize the given product. (1) Given the product [O:21]1[CH2:22][CH2:23][N:18]([CH2:2][C:3]2[CH:8]=[CH:7][C:6]([B:9]([OH:11])[OH:10])=[CH:5][CH:4]=2)[CH2:19][CH2:20]1, predict the reactants needed to synthesize it. The reactants are: Br[CH2:2][C:3]1[CH:8]=[CH:7][C:6]([B:9]([OH:11])[OH:10])=[CH:5][CH:4]=1.C(=O)([O-])[O-].[K+].[K+].[NH:18]1[CH2:23][CH2:22][O:21][CH2:20][CH2:19]1.O. (2) Given the product [NH2:11][C:8]1[CH:9]=[C:10]2[C:5](=[CH:6][CH:7]=1)[N:4]([CH3:14])[C:3](=[O:15])[C:2]2([OH:1])[C:16]([F:19])([F:17])[F:18], predict the reactants needed to synthesize it. The reactants are: [OH:1][C:2]1([C:16]([F:19])([F:18])[F:17])[C:10]2[C:5](=[CH:6][CH:7]=[C:8]([N+:11]([O-])=O)[CH:9]=2)[N:4]([CH3:14])[C:3]1=[O:15].[H][H]. (3) The reactants are: [Br:1][C:2]1[CH:17]=[CH:16][C:5]2[C:6](Cl)=[N:7][C:8]3[C:13]([C:4]=2[CH:3]=1)=[C:12]([Cl:14])[N:11]=[CH:10][CH:9]=3.[CH3:18][CH:19]([CH3:27])[C:20]([O:22][C:23]([CH3:26])([CH3:25])[CH3:24])=[O:21].C[Si]([N-][Si](C)(C)C)(C)C.[Na+]. Given the product [Br:1][C:2]1[CH:17]=[CH:16][C:5]2[C:6]([C:19]([CH3:27])([CH3:18])[C:20]([O:22][C:23]([CH3:26])([CH3:25])[CH3:24])=[O:21])=[N:7][C:8]3[C:13]([C:4]=2[CH:3]=1)=[C:12]([Cl:14])[N:11]=[CH:10][CH:9]=3, predict the reactants needed to synthesize it. (4) Given the product [NH2:1][C:2]1[C:7]([NH:8][C:20](=[O:21])[CH2:19][CH2:18][CH2:17][Br:16])=[CH:6][C:5]([Br:9])=[CH:4][N:3]=1, predict the reactants needed to synthesize it. The reactants are: [NH2:1][C:2]1[C:7]([NH2:8])=[CH:6][C:5]([Br:9])=[CH:4][N:3]=1.N1C=CC=CC=1.[Br:16][CH2:17][CH2:18][CH2:19][C:20](Cl)=[O:21].